From a dataset of Reaction yield outcomes from USPTO patents with 853,638 reactions. Predict the reaction yield, written as a fraction of the theoretical maximum amount of product (1.0 means a 100% yield; for example, 0.34 means a 34% yield). (1) The reactants are Cl.Cl[CH2:3][C:4]1[CH:9]=[CH:8][CH:7]=[CH:6][N:5]=1.[CH3:10][O:11][C:12]1[CH:17]=[CH:16][C:15]([N:18]2[CH2:23][CH2:22][N:21]([C:24]3[C:25]([CH3:38])=[C:26]([CH3:37])[C:27]4[O:31][C:30]([CH3:33])([CH3:32])[CH:29]([OH:34])[C:28]=4[C:35]=3[CH3:36])[CH2:20][CH2:19]2)=[CH:14][CH:13]=1. The catalyst is CCCCCC.C(OCC)(=O)C. The product is [CH3:10][O:11][C:12]1[CH:13]=[CH:14][C:15]([N:18]2[CH2:19][CH2:20][N:21]([C:24]3[C:25]([CH3:38])=[C:26]([CH3:37])[C:27]4[O:31][C:30]([CH3:33])([CH3:32])[CH:29]([O:34][CH2:3][C:4]5[CH:9]=[CH:8][CH:7]=[CH:6][N:5]=5)[C:28]=4[C:35]=3[CH3:36])[CH2:22][CH2:23]2)=[CH:16][CH:17]=1. The yield is 0.860. (2) The reactants are [Br:1][C:2]1[CH:3]=[C:4]([CH3:11])[C:5](F)=[C:6]([CH:9]=1)[C:7]#[N:8].C(=O)([O-])[O-].[K+].[K+].[NH:18]1[CH:22]=[N:21][CH:20]=[N:19]1. The catalyst is CN(C=O)C.O. The product is [Br:1][C:2]1[CH:3]=[C:4]([CH3:11])[C:5]([N:18]2[CH:22]=[N:21][CH:20]=[N:19]2)=[C:6]([CH:9]=1)[C:7]#[N:8]. The yield is 0.490. (3) The reactants are [Br:1][C:2]1[CH:3]=[CH:4][C:5]([S:8][CH2:9][CH3:10])=[N:6][CH:7]=1.C1C=C(Cl)C=C(C(OO)=[O:19])C=1.C(#N)C. The catalyst is C(Cl)Cl. The product is [Br:1][C:2]1[CH:3]=[CH:4][C:5]([S:8]([CH2:9][CH3:10])=[O:19])=[N:6][CH:7]=1. The yield is 0.450. (4) The reactants are [Br:1][C:2]1[CH:3]=[C:4]([N:8]2[C:16]3[C:11](=[CH:12][C:13]([C:17](O)=[O:18])=[CH:14][CH:15]=3)[C:10]([C:20]([O:22][CH3:23])=[O:21])=[N:9]2)[CH:5]=[CH:6][CH:7]=1.Cl.[CH3:25][NH2:26]. No catalyst specified. The product is [Br:1][C:2]1[CH:3]=[C:4]([N:8]2[C:16]3[C:11](=[CH:12][C:13]([C:17](=[O:18])[NH:26][CH3:25])=[CH:14][CH:15]=3)[C:10]([C:20]([O:22][CH3:23])=[O:21])=[N:9]2)[CH:5]=[CH:6][CH:7]=1. The yield is 0.750. (5) The reactants are [O:1]([C:3]1[CH:8]=[CH:7][C:6]([Cl:9])=[CH:5][C:4]=1[NH:10][C:11]([NH:13][C:14]1[CH:22]=[CH:21][CH:20]=[C:19]2[C:15]=1[CH:16]=[CH:17][N:18]2[CH2:23][C:24]1[CH:29]=[CH:28][N:27]=[C:26]2[N:30](C(OC(C)(C)C)=O)[CH:31]=[CH:32][C:25]=12)=[O:12])[CH3:2].Cl. The catalyst is CO. The product is [ClH:9].[O:1]([C:3]1[CH:8]=[CH:7][C:6]([Cl:9])=[CH:5][C:4]=1[NH:10][C:11]([NH:13][C:14]1[CH:22]=[CH:21][CH:20]=[C:19]2[C:15]=1[CH:16]=[CH:17][N:18]2[CH2:23][C:24]1[CH:29]=[CH:28][N:27]=[C:26]2[NH:30][CH:31]=[CH:32][C:25]=12)=[O:12])[CH3:2]. The yield is 0.900.